This data is from Forward reaction prediction with 1.9M reactions from USPTO patents (1976-2016). The task is: Predict the product of the given reaction. (1) Given the reactants [O:1]=[C:2]1[C:11]2[C:6](=[CH:7][CH:8]=[C:9]([C:12]([O:14][CH3:15])=[O:13])[CH:10]=2)[CH:5]=[CH:4][NH:3]1.Br[C:17]1[CH:22]=[CH:21][C:20]([O:23][CH3:24])=[CH:19][CH:18]=1.N1CCC[C@H]1C(O)=O.C(=O)([O-])[O-].[K+].[K+], predict the reaction product. The product is: [CH3:24][O:23][C:20]1[CH:21]=[CH:22][C:17]([N:3]2[CH:4]=[CH:5][C:6]3[C:11](=[CH:10][C:9]([C:12]([O:14][CH3:15])=[O:13])=[CH:8][CH:7]=3)[C:2]2=[O:1])=[CH:18][CH:19]=1. (2) Given the reactants ClC1C(=O)C(C#N)=C(C#N)C(=O)C=1Cl.[F:15][C:16]1[CH:17]=[C:18]([C:24]2[N:29]=[C:28]([C:30]3[NH:39][CH2:38][C:37]4[C:32](=[CH:33][CH:34]=[CH:35][CH:36]=4)[N:31]=3)[CH:27]=[CH:26][C:25]=2[CH3:40])[CH:19]=[CH:20][C:21]=1[O:22][CH3:23], predict the reaction product. The product is: [F:15][C:16]1[CH:17]=[C:18]([C:24]2[N:29]=[C:28]([C:30]3[N:39]=[CH:38][C:37]4[C:32](=[CH:33][CH:34]=[CH:35][CH:36]=4)[N:31]=3)[CH:27]=[CH:26][C:25]=2[CH3:40])[CH:19]=[CH:20][C:21]=1[O:22][CH3:23]. (3) Given the reactants Br[CH2:2][C:3]1[CH:4]=[CH:5][C:6]2[S:10][C:9]([C:11]([O:13][C:14]([CH3:17])([CH3:16])[CH3:15])=[O:12])=[CH:8][C:7]=2[CH:18]=1.Cl.[NH2:20][CH2:21][C:22]([O:24][C:25]([CH3:28])([CH3:27])[CH3:26])=[O:23].C(N(CC)CC)C, predict the reaction product. The product is: [C:25]([O:24][C:22](=[O:23])[CH2:21][NH:20][CH2:2][C:3]1[CH:4]=[CH:5][C:6]2[S:10][C:9]([C:11]([O:13][C:14]([CH3:17])([CH3:16])[CH3:15])=[O:12])=[CH:8][C:7]=2[CH:18]=1)([CH3:28])([CH3:27])[CH3:26]. (4) Given the reactants CC(C)([O-])C.[Na+].[CH:7]([C:9]1[CH:18]=[CH:17][C:12]([C:13]([O:15][CH3:16])=[O:14])=[CH:11][CH:10]=1)=[CH2:8].C1(C)C=CC=C[C:20]=1[CH2:25][N+:26]#[C-], predict the reaction product. The product is: [NH:26]1[CH:25]=[CH:20][C:7]([C:9]2[CH:18]=[CH:17][C:12]([C:13]([O:15][CH3:16])=[O:14])=[CH:11][CH:10]=2)=[CH:8]1.